This data is from Full USPTO retrosynthesis dataset with 1.9M reactions from patents (1976-2016). The task is: Predict the reactants needed to synthesize the given product. Given the product [CH3:41][N:16]([CH3:15])[C:17]([N:19]1[C:27]2[CH:26]=[CH:25][C:24]([C:28]([N:30]3[CH2:35][CH2:34][CH:33]([CH3:36])[CH2:32][CH2:31]3)=[O:29])=[CH:23][C:22]=2[C:21]2[CH2:37][N:38]([CH:45]3[CH2:46][CH2:47][O:42][CH2:43][CH2:44]3)[CH2:39][CH2:40][C:20]1=2)=[O:18], predict the reactants needed to synthesize it. The reactants are: C(O)(C(F)(F)F)=O.OC(C(F)(F)F)=O.[CH3:15][N:16]([CH3:41])[C:17]([N:19]1[C:27]2[CH:26]=[CH:25][C:24]([C:28]([N:30]3[CH2:35][CH2:34][CH:33]([CH3:36])[CH2:32][CH2:31]3)=[O:29])=[CH:23][C:22]=2[C:21]2[CH2:37][NH:38][CH2:39][CH2:40][C:20]1=2)=[O:18].[O:42]1[CH2:47][CH2:46][C:45](=O)[CH2:44][CH2:43]1.